Task: Predict the reactants needed to synthesize the given product.. Dataset: Full USPTO retrosynthesis dataset with 1.9M reactions from patents (1976-2016) (1) The reactants are: [CH2:1]([C:3]1[CH:8]=[C:7]([O:9]COCC[Si](C)(C)C)[C:6]([F:18])=[CH:5][C:4]=1[C:19]1[N:24]=[C:23]([NH:25][CH2:26][C:27]2[CH:32]=[CH:31][CH:30]=[CH:29][C:28]=2[N:33]([CH3:38])[S:34]([CH3:37])(=[O:36])=[O:35])[C:22]2[C:39](I)=[N:40][N:41](COCC[Si](C)(C)C)[C:21]=2[CH:20]=1)[CH3:2].[NH:51]1[CH:55]=[CH:54][CH:53]=[N:52]1.C(=O)([O-])[O-].[Cs+].[Cs+].COC1C2C(=C3C(=CC=2)C(OC)=CC=N3)N=CC=1.C(O)(C(F)(F)F)=O. Given the product [CH2:1]([C:3]1[CH:8]=[C:7]([OH:9])[C:6]([F:18])=[CH:5][C:4]=1[C:19]1[N:24]=[C:23]([NH:25][CH2:26][C:27]2[CH:32]=[CH:31][CH:30]=[CH:29][C:28]=2[N:33]([CH3:38])[S:34]([CH3:37])(=[O:35])=[O:36])[C:22]2[C:39]([N:51]3[CH:55]=[CH:54][CH:53]=[N:52]3)=[N:40][NH:41][C:21]=2[CH:20]=1)[CH3:2], predict the reactants needed to synthesize it. (2) Given the product [CH:39]([Si:32]([CH:33]([CH3:35])[CH3:34])([CH:36]([CH3:38])[CH3:37])[O:31][CH2:30][C@@H:26]1[CH2:27][CH2:28][CH2:29][N:25]1[C:22]1[N:20]2[CH:21]=[C:16]([O:12][C@H:5]3[C:6]4[C:11](=[CH:10][CH:9]=[CH:8][CH:7]=4)[C@@H:2]([NH2:1])[CH2:3][CH2:4]3)[CH:17]=[CH:18][C:19]2=[N:24][N:23]=1)([CH3:40])[CH3:41], predict the reactants needed to synthesize it. The reactants are: [NH2:1][C@@H:2]1[C:11]2[C:6](=[CH:7][CH:8]=[CH:9][CH:10]=2)[C@H:5]([OH:12])[CH2:4][CH2:3]1.[H-].[Na+].F[C:16]1[CH:17]=[CH:18][C:19]2[N:20]([C:22]([N:25]3[CH2:29][CH2:28][CH2:27][C@H:26]3[CH2:30][O:31][Si:32]([CH:39]([CH3:41])[CH3:40])([CH:36]([CH3:38])[CH3:37])[CH:33]([CH3:35])[CH3:34])=[N:23][N:24]=2)[CH:21]=1.N.